Dataset: Catalyst prediction with 721,799 reactions and 888 catalyst types from USPTO. Task: Predict which catalyst facilitates the given reaction. (1) Reactant: [CH3:1][O:2][CH2:3][C:4]1[N:8]([CH3:9])[N:7]=[C:6]([NH:10][C:11]2[C:12](=[O:27])[N:13]([CH3:26])[CH:14]=[C:15](B3OC(C)(C)C(C)(C)O3)[CH:16]=2)[CH:5]=1.Cl[C:29]1[C:34]([CH:35]=[O:36])=[C:33]([N:37]2[CH2:49][CH2:48][C:47]3[N:46]4[C:41]([CH2:42][CH2:43][CH2:44][CH2:45]4)=[CH:40][C:39]=3[C:38]2=[O:50])[N:32]=[CH:31][CH:30]=1.[O-]P([O-])([O-])=O.[K+].[K+].[K+].C([O-])(=O)C.[Na+]. Product: [CH3:1][O:2][CH2:3][C:4]1[N:8]([CH3:9])[N:7]=[C:6]([NH:10][C:11]2[C:12](=[O:27])[N:13]([CH3:26])[CH:14]=[C:15]([C:29]3[C:34]([CH:35]=[O:36])=[C:33]([N:37]4[CH2:49][CH2:48][C:47]5[N:46]6[C:41]([CH2:42][CH2:43][CH2:44][CH2:45]6)=[CH:40][C:39]=5[C:38]4=[O:50])[N:32]=[CH:31][CH:30]=3)[CH:16]=2)[CH:5]=1. The catalyst class is: 379. (2) Reactant: [C:1]([O:5][C:6](=[N:29][NH:30][C:31]([NH2:33])=[O:32])[CH2:7][C@H:8]([NH:11]C(OCC1C2CC3C(=CC=CC=3)C=2C=CC=1)=O)[CH:9]=[O:10])([CH3:4])([CH3:3])[CH3:2].C(NCC)C. Product: [C:1]([O:5][C:6](=[N:29][NH:30][C:31]([NH2:33])=[O:32])[CH2:7][C@H:8]([NH2:11])[CH:9]=[O:10])([CH3:4])([CH3:2])[CH3:3]. The catalyst class is: 3.